Dataset: CYP3A4 inhibition data for predicting drug metabolism from PubChem BioAssay. Task: Regression/Classification. Given a drug SMILES string, predict its absorption, distribution, metabolism, or excretion properties. Task type varies by dataset: regression for continuous measurements (e.g., permeability, clearance, half-life) or binary classification for categorical outcomes (e.g., BBB penetration, CYP inhibition). Dataset: cyp3a4_veith. (1) The drug is Cn1c(=O)cnc2cnc(OCc3ccccc3)nc21. The result is 0 (non-inhibitor). (2) The molecule is CCS(=O)(=O)Nc1ccc(C2=NN(C(=O)c3ccco3)C(c3ccc(C)cc3)C2)cc1. The result is 1 (inhibitor). (3) The molecule is O=C(CN1C(=O)c2ccccc2C1=O)[C@@H](O)CN1C(=O)c2ccccc2C1=O. The result is 0 (non-inhibitor).